From a dataset of Reaction yield outcomes from USPTO patents with 853,638 reactions. Predict the reaction yield, written as a fraction of the theoretical maximum amount of product (1.0 means a 100% yield; for example, 0.34 means a 34% yield). (1) The reactants are [Si:1]([O:18][C:19]1[C@@H:20]([CH2:43][OH:44])[O:21][C@@H:22]([C:24]2[N:32]3[C:27]([C:28]([NH:33][C@@H:34]4[C:42]5[C:37](=[CH:38][CH:39]=[CH:40][CH:41]=5)[CH2:36][CH2:35]4)=[N:29][CH:30]=[N:31]3)=[CH:26][CH:25]=2)[CH:23]=1)([C:14]([CH3:17])([CH3:16])[CH3:15])([C:8]1[CH:13]=[CH:12][CH:11]=[CH:10][CH:9]=1)[C:2]1[CH:7]=[CH:6][CH:5]=[CH:4][CH:3]=1. The catalyst is C(Cl)Cl. The product is [Si:1]([O:18][C@H:19]1[CH2:23][C@H:22]([C:24]2[N:32]3[C:27]([C:28]([NH:33][C@@H:34]4[C:42]5[C:37](=[CH:38][CH:39]=[CH:40][CH:41]=5)[CH2:36][CH2:35]4)=[N:29][CH:30]=[N:31]3)=[CH:26][CH:25]=2)[O:21][C@@H:20]1[CH2:43][OH:44])([C:14]([CH3:15])([CH3:16])[CH3:17])([C:2]1[CH:3]=[CH:4][CH:5]=[CH:6][CH:7]=1)[C:8]1[CH:13]=[CH:12][CH:11]=[CH:10][CH:9]=1. The yield is 0.210. (2) The reactants are [Cl:1][C:2]1[CH:3]=[N:4][N:5]([CH3:17])[C:6]=1[C:7]1[CH:8]=[C:9]([C:14]([OH:16])=O)[S:10][C:11]=1[CH2:12][CH3:13].C(N(CC)C(C)C)(C)C.[NH2:27][C@@H:28]([CH2:41][C:42]1[CH:47]=[CH:46][CH:45]=[CH:44][C:43]=1[C:48]([F:51])([F:50])[F:49])[CH2:29][N:30]1[C:38](=[O:39])[C:37]2[C:32](=[CH:33][CH:34]=[CH:35][CH:36]=2)[C:31]1=[O:40].F[P-](F)(F)(F)(F)F.Br[P+](N1CCCC1)(N1CCCC1)N1CCCC1. The catalyst is C(Cl)Cl. The product is [Cl:1][C:2]1[CH:3]=[N:4][N:5]([CH3:17])[C:6]=1[C:7]1[CH:8]=[C:9]([C:14]([NH:27][C@@H:28]([CH2:41][C:42]2[CH:47]=[CH:46][CH:45]=[CH:44][C:43]=2[C:48]([F:51])([F:49])[F:50])[CH2:29][N:30]2[C:38](=[O:39])[C:37]3[C:32](=[CH:33][CH:34]=[CH:35][CH:36]=3)[C:31]2=[O:40])=[O:16])[S:10][C:11]=1[CH2:12][CH3:13]. The yield is 0.710. (3) The product is [Cl:30][C:31]1[CH:32]=[C:33]([CH:34]=[CH:35][C:36]=1[F:37])[NH:38][C:39]1[C:48]2[C:43](=[CH:44][C:45]([O:56][CH3:57])=[CH:46][C:47]=2[O:49][CH2:50][C@@H:51]2[CH2:55][CH2:54][CH2:53][N:52]2[C:1](=[O:5])[CH2:2][OH:3])[N:42]=[CH:41][N:40]=1. The reactants are [C:1]([OH:5])(=O)[CH2:2][OH:3].F[P-](F)(F)(F)(F)F.N1(OC(N(C)C)=[N+](C)C)C2N=CC=CC=2N=N1.[Cl:30][C:31]1[CH:32]=[C:33]([NH:38][C:39]2[C:48]3[C:43](=[CH:44][C:45]([O:56][CH3:57])=[CH:46][C:47]=3[O:49][CH2:50][C@@H:51]3[CH2:55][CH2:54][CH2:53][NH:52]3)[N:42]=[CH:41][N:40]=2)[CH:34]=[CH:35][C:36]=1[F:37].C(N(CC)C(C)C)(C)C. The catalyst is C(Cl)Cl. The yield is 0.500. (4) The reactants are [Cl:1][CH2:2][C:3]1[NH:7][C:6]2[CH:8]=[CH:9][C:10]([C:12]([OH:14])=[O:13])=[CH:11][C:5]=2[N:4]=1.S(=O)(=O)(O)O.[CH3:20]O. No catalyst specified. The product is [Cl:1][CH2:2][C:3]1[NH:7][C:6]2[CH:8]=[CH:9][C:10]([C:12]([O:14][CH3:20])=[O:13])=[CH:11][C:5]=2[N:4]=1. The yield is 0.710. (5) The reactants are CON(C)[C:4]([C:6]1[CH2:7][CH2:8][N:9]([C:12]2[N:17]=[CH:16][CH:15]=[CH:14][N:13]=2)[CH2:10][CH:11]=1)=[O:5].[CH2:19]1[CH2:23]O[CH2:21][CH2:20]1. No catalyst specified. The product is [C:19]1([C:23]2[CH:8]=[CH:7][CH:6]=[CH:11][CH:10]=2)[CH:16]=[CH:15][C:14]([C:4]([C:6]2[CH2:7][CH2:8][N:9]([C:12]3[N:13]=[CH:14][CH:15]=[CH:16][N:17]=3)[CH2:10][CH:11]=2)=[O:5])=[CH:21][CH:20]=1. The yield is 0.300.